This data is from Catalyst prediction with 721,799 reactions and 888 catalyst types from USPTO. The task is: Predict which catalyst facilitates the given reaction. Reactant: [NH2:1][C:2]1[CH:3]=[C:4]([CH:15]=[CH:16][N:17]=1)[C:5]([NH:7][CH2:8][C:9]1[CH:14]=[CH:13][CH:12]=[CH:11][CH:10]=1)=[O:6].CN(C1C=CC=CN=1)C.C(N(CC)C(C)C)(C)C.[C:36](Cl)(=[O:43])[C:37]1[CH:42]=[CH:41][CH:40]=[CH:39][CH:38]=1. Product: [C:36]([NH:1][C:2]1[CH:3]=[C:4]([CH:15]=[CH:16][N:17]=1)[C:5]([NH:7][CH2:8][C:9]1[CH:14]=[CH:13][CH:12]=[CH:11][CH:10]=1)=[O:6])(=[O:43])[C:37]1[CH:42]=[CH:41][CH:40]=[CH:39][CH:38]=1. The catalyst class is: 54.